Dataset: Full USPTO retrosynthesis dataset with 1.9M reactions from patents (1976-2016). Task: Predict the reactants needed to synthesize the given product. (1) Given the product [Cl:1][C:2]1[CH:7]=[CH:6][CH:5]=[C:4]2[C:3]=1[C:9](=[O:17])[C:10]([C:11]([O:13][CH3:14])=[O:12])=[N:15][NH:16]2, predict the reactants needed to synthesize it. The reactants are: [Cl:1][C:2]1[CH:7]=[CH:6][CH:5]=[C:4](F)[C:3]=1[C:9](=[O:17])[C:10](=[N:15][NH2:16])[C:11]([O:13][CH3:14])=[O:12]. (2) Given the product [CH2:1]([O:3][C:4](=[O:29])[CH2:5][C:6]1[CH:11]=[CH:10][C:9]([O:12][CH3:13])=[C:8]([O:14][C:15]2[CH:20]=[CH:19][C:18]([NH:21][C:36](=[O:37])[C:35]3[CH:39]=[CH:40][C:32]([C:31]([F:30])([F:41])[F:42])=[CH:33][CH:34]=3)=[CH:17][C:16]=2[CH2:22][S:23][CH2:24][C:25]([F:26])([F:27])[F:28])[CH:7]=1)[CH3:2], predict the reactants needed to synthesize it. The reactants are: [CH2:1]([O:3][C:4](=[O:29])[CH2:5][C:6]1[CH:11]=[CH:10][C:9]([O:12][CH3:13])=[C:8]([O:14][C:15]2[CH:20]=[CH:19][C:18]([NH2:21])=[CH:17][C:16]=2[CH2:22][S:23][CH2:24][C:25]([F:28])([F:27])[F:26])[CH:7]=1)[CH3:2].[F:30][C:31]([F:42])([F:41])[C:32]1[CH:40]=[CH:39][C:35]([C:36](Cl)=[O:37])=[CH:34][CH:33]=1. (3) Given the product [I:1][C:2]1[CH:7]=[CH:6][N:5]=[C:4]([N:8]2[C:12]3[CH2:13][CH2:14][CH2:15][C:11]=3[C:10]([C:16]([NH2:20])=[O:18])=[N:9]2)[CH:3]=1, predict the reactants needed to synthesize it. The reactants are: [I:1][C:2]1[CH:7]=[CH:6][N:5]=[C:4]([N:8]2[C:12]3[CH2:13][CH2:14][CH2:15][C:11]=3[C:10]([C:16]([OH:18])=O)=[N:9]2)[CH:3]=1.[Cl-].[NH4+:20]. (4) The reactants are: [CH3:1][N:2]([CH3:9])[C@@H:3]1[CH2:7][NH:6][C@@H:5]([CH3:8])[CH2:4]1.[NH2:10][C:11]1[C:16]([N+:17]([O-])=O)=[CH:15][CH:14]=[C:13](F)[CH:12]=1.CCN(CC)CC. Given the product [CH3:1][N:2]([CH3:9])[CH:3]1[CH2:7][N:6]([C:14]2[CH:13]=[CH:12][C:11]([NH2:10])=[C:16]([NH2:17])[CH:15]=2)[CH:5]([CH3:8])[CH2:4]1, predict the reactants needed to synthesize it.